Task: Predict the reaction yield, written as a fraction of the theoretical maximum amount of product (1.0 means a 100% yield; for example, 0.34 means a 34% yield).. Dataset: Reaction yield outcomes from USPTO patents with 853,638 reactions (1) The reactants are [C:1]([O:5][C:6]([NH:8][C@H:9]1[CH2:14][CH2:13][CH2:12][CH2:11][C@H:10]1[NH:15][C:16]1[CH:25]=[C:24]([C:26]#[N:27])[C:19]([C:20]([O:22]C)=O)=[C:18]([C:28]2[CH:29]=[N:30][N:31]([CH2:33][CH3:34])[CH:32]=2)[N:17]=1)=[O:7])([CH3:4])([CH3:3])[CH3:2].CC(O)=O.C(=O)([O-])[O-].[K+].[K+]. The catalyst is CO.[Pd].C(Cl)Cl. The product is [CH2:33]([N:31]1[CH:32]=[C:28]([C:18]2[C:19]3[C:20](=[O:22])[NH:27][CH2:26][C:24]=3[CH:25]=[C:16]([NH:15][C@@H:10]3[CH2:11][CH2:12][CH2:13][CH2:14][C@@H:9]3[NH:8][C:6](=[O:7])[O:5][C:1]([CH3:2])([CH3:3])[CH3:4])[N:17]=2)[CH:29]=[N:30]1)[CH3:34]. The yield is 0.860. (2) The reactants are [CH3:1][O:2][C:3]1([O:19][CH3:20])[CH2:6][C:5]([C:13](OC(C)C)=[O:14])([C:7](OC(C)C)=[O:8])[CH2:4]1.[AlH4-].[Li+].O.[OH-].[Na+]. The catalyst is C1COCC1. The product is [CH3:20][O:19][C:3]1([O:2][CH3:1])[CH2:4][C:5]([CH2:7][OH:8])([CH2:13][OH:14])[CH2:6]1. The yield is 0.890. (3) The reactants are [Cl:1][C:2]1[N:7]=[C:6]([NH:8][C:9]2[CH:14]=[CH:13][CH:12]=[CH:11][C:10]=2[C:15]([C:17]2[CH:22]=[CH:21][CH:20]=[CH:19][CH:18]=2)=[O:16])[C:5]([N+:23]([O-:25])=[O:24])=[CH:4][N:3]=1.[NH2:26][C:27]1[CH:32]=[CH:31][C:30]([NH:33][C:34](=[O:36])[CH3:35])=[CH:29][CH:28]=1.Cl.C(OCC)C. The catalyst is CC(O)C. The product is [ClH:1].[C:15]([C:10]1[CH:11]=[CH:12][CH:13]=[CH:14][C:9]=1[NH:8][C:6]1[C:5]([N+:23]([O-:25])=[O:24])=[CH:4][N:3]=[C:2]([NH:26][C:27]2[CH:28]=[CH:29][C:30]([NH:33][C:34](=[O:36])[CH3:35])=[CH:31][CH:32]=2)[N:7]=1)(=[O:16])[C:17]1[CH:22]=[CH:21][CH:20]=[CH:19][CH:18]=1. The yield is 0.130. (4) The reactants are Cl[C:2]1[N:7]=[C:6]([N:8]2[CH:12]=[CH:11][C:10]([C:13]([F:16])([F:15])[F:14])=[N:9]2)[N:5]=[C:4]([O:17][CH3:18])[CH:3]=1.C([SH:23]1(CCCC)(CCCC)[CH:27]=[C:26]([CH:28]([CH3:30])[CH3:29])[N:25]=[CH:24]1)CCC.[SnH4].C(=O)([O-])[O-].[K+].[K+]. The catalyst is CN(C=O)C.Cl[Pd](Cl)([P](C1C=CC=CC=1)(C1C=CC=CC=1)C1C=CC=CC=1)[P](C1C=CC=CC=1)(C1C=CC=CC=1)C1C=CC=CC=1. The product is [CH3:18][O:17][C:4]1[CH:3]=[C:2]([C:24]2[S:23][CH:27]=[C:26]([CH:28]([CH3:30])[CH3:29])[N:25]=2)[N:7]=[C:6]([N:8]2[CH:12]=[CH:11][C:10]([C:13]([F:16])([F:15])[F:14])=[N:9]2)[N:5]=1. The yield is 0.760. (5) The catalyst is CN(C1C=CN=CC=1)C.C1(C)C=CC=CC=1. The yield is 0.740. The product is [CH2:53]([C@@H:41]1[C@@H:42]([CH2:46][C:47]2[CH:48]=[CH:49][CH:50]=[CH:51][CH:52]=2)[C@H:43]([CH3:44])[O:37][C:35](=[O:36])[C@@H:34]([NH:33][C:31](=[O:32])[O:30][C:26]([CH3:29])([CH3:28])[CH3:27])[CH2:38][O:39][CH2:40]1)[C:54]1[CH:59]=[CH:58][CH:57]=[CH:56][CH:55]=1. The reactants are CC1C=CC=C([N+]([O-])=O)C=1C(OC(C1C([N+]([O-])=O)=CC=CC=1C)=O)=O.[C:26]([O:30][C:31]([NH:33][C@@H:34]([CH2:38][O:39][CH2:40][C@H:41]([CH2:53][C:54]1[CH:59]=[CH:58][CH:57]=[CH:56][CH:55]=1)[C@@H:42]([CH2:46][C:47]1[CH:52]=[CH:51][CH:50]=[CH:49][CH:48]=1)[C@@H:43](O)[CH3:44])[C:35]([OH:37])=[O:36])=[O:32])([CH3:29])([CH3:28])[CH3:27]. (6) The reactants are [F:1][C:2]1[CH:7]=[CH:6][N:5]2[N:8]=[C:9]([CH2:12][OH:13])[C:10]([I:11])=[C:4]2[CH:3]=1.N1C=CN=C1.[Si:19](Cl)([C:22]([CH3:25])([CH3:24])[CH3:23])([CH3:21])[CH3:20]. The yield is 0.720. The product is [Si:19]([O:13][CH2:12][C:9]1[C:10]([I:11])=[C:4]2[CH:3]=[C:2]([F:1])[CH:7]=[CH:6][N:5]2[N:8]=1)([C:22]([CH3:25])([CH3:24])[CH3:23])([CH3:21])[CH3:20]. The catalyst is ClCCl.